From a dataset of Full USPTO retrosynthesis dataset with 1.9M reactions from patents (1976-2016). Predict the reactants needed to synthesize the given product. Given the product [CH2:8]([C:6]1[CH:7]=[C:2]([N:1]2[CH2:28][CH2:27][O:26][CH2:25][CH2:24]2)[CH:3]=[C:4]([CH2:21][CH3:22])[C:5]=1[NH:10][S:11]([C:14]1[CH:19]=[CH:18][C:17]([CH3:20])=[CH:16][CH:15]=1)(=[O:13])=[O:12])[CH3:9], predict the reactants needed to synthesize it. The reactants are: [NH2:1][C:2]1[CH:7]=[C:6]([CH2:8][CH3:9])[C:5]([NH:10][S:11]([C:14]2[CH:19]=[CH:18][C:17]([CH3:20])=[CH:16][CH:15]=2)(=[O:13])=[O:12])=[C:4]([CH2:21][CH3:22])[CH:3]=1.Br[CH2:24][CH2:25][O:26][CH2:27][CH2:28]Br.C(N(CC)C(C)C)(C)C.CN1CCCC1.